This data is from Forward reaction prediction with 1.9M reactions from USPTO patents (1976-2016). The task is: Predict the product of the given reaction. Given the reactants [CH2:1]([O:3][C:4]1[C:8]([CH2:9][CH2:10][CH2:11][OH:12])=[CH:7][N:6]([C:13]2[CH:18]=[CH:17][C:16]([C:19]([F:22])([F:21])[F:20])=[CH:15][N:14]=2)[N:5]=1)[CH3:2].[CH2:23]([O:25][C:26]1[CH:31]=[C:30](O)[CH:29]=[CH:28][C:27]=1[CH2:33][CH2:34][C:35]([O:37]CC)=[O:36])[CH3:24].C(P(CCCC)CCCC)CCC.N(C(N1CCCCC1)=O)=NC(N1CCCCC1)=O, predict the reaction product. The product is: [CH2:23]([O:25][C:26]1[CH:31]=[C:30]([O:12][CH2:11][CH2:10][CH2:9][C:8]2[C:4]([O:3][CH2:1][CH3:2])=[N:5][N:6]([C:13]3[CH:18]=[CH:17][C:16]([C:19]([F:21])([F:20])[F:22])=[CH:15][N:14]=3)[CH:7]=2)[CH:29]=[CH:28][C:27]=1[CH2:33][CH2:34][C:35]([OH:37])=[O:36])[CH3:24].